This data is from Reaction yield outcomes from USPTO patents with 853,638 reactions. The task is: Predict the reaction yield, written as a fraction of the theoretical maximum amount of product (1.0 means a 100% yield; for example, 0.34 means a 34% yield). (1) The reactants are [CH:1]([C:4]1[C:5]([O:36]COC)=[CH:6][C:7]([O:32]COC)=[C:8]([C:10]2[N:11]([C:24]3[CH:29]=[CH:28][C:27]([O:30][CH3:31])=[CH:26][CH:25]=3)[C:12]([S:15]([CH2:18][CH2:19][CH2:20][N:21]([CH3:23])[CH3:22])(=[O:17])=[O:16])=[N:13][N:14]=2)[CH:9]=1)([CH3:3])[CH3:2].Cl.C(=O)([O-])O.[Na+]. The catalyst is C(O)C. The product is [CH3:23][N:21]([CH3:22])[CH2:20][CH2:19][CH2:18][S:15]([C:12]1[N:11]([C:24]2[CH:25]=[CH:26][C:27]([O:30][CH3:31])=[CH:28][CH:29]=2)[C:10]([C:8]2[CH:9]=[C:4]([CH:1]([CH3:3])[CH3:2])[C:5]([OH:36])=[CH:6][C:7]=2[OH:32])=[N:14][N:13]=1)(=[O:17])=[O:16]. The yield is 0.357. (2) The reactants are [F:1][C:2]1[CH:3]=[CH:4][C:5]([C:25]([F:28])([F:27])[F:26])=[C:6]([C@H:8]2[CH2:12][CH2:11][CH2:10][N:9]2[C:13]2[CH:18]=[CH:17][N:16]3[N:19]=[CH:20][C:21]([C:22](O)=[O:23])=[C:15]3[N:14]=2)[CH:7]=1.[Cl-].[NH4+:30]. No catalyst specified. The product is [F:1][C:2]1[CH:3]=[CH:4][C:5]([C:25]([F:27])([F:28])[F:26])=[C:6]([C@H:8]2[CH2:12][CH2:11][CH2:10][N:9]2[C:13]2[CH:18]=[CH:17][N:16]3[N:19]=[CH:20][C:21]([C:22]([NH2:30])=[O:23])=[C:15]3[N:14]=2)[CH:7]=1. The yield is 0.780. (3) The reactants are C([N:8]1[CH2:13][CH:12]=[C:11]([C:14]2[CH:19]=[CH:18][CH:17]=[CH:16][C:15]=2[C:20]([F:23])([F:22])[F:21])[CH2:10][CH2:9]1)C1C=CC=CC=1.[Cl:24][C:25]1[CH:26]=[C:27]([S:32](Cl)(=[O:34])=[O:33])[CH:28]=[CH:29][C:30]=1[Cl:31]. No catalyst specified. The product is [Cl:24][C:25]1[CH:26]=[C:27]([S:32]([N:8]2[CH2:9][CH2:10][CH:11]([C:14]3[CH:19]=[CH:18][CH:17]=[CH:16][C:15]=3[C:20]([F:21])([F:22])[F:23])[CH2:12][CH2:13]2)(=[O:33])=[O:34])[CH:28]=[CH:29][C:30]=1[Cl:31]. The yield is 0.740. (4) The reactants are Cl[C:2]1[N:3]=[CH:4][C:5]2[N:11]([CH3:12])[C:10](=[O:13])[C:9]3([CH2:15][CH2:14]3)[CH2:8][N:7]([CH:16]3[CH2:20][CH2:19][CH2:18][CH2:17]3)[C:6]=2[N:21]=1.[NH2:22][C:23]1[CH:47]=[CH:46][C:26]([C:27]([NH:29][C@H:30]2[CH2:35][CH2:34][C@H:33]([N:36]3[CH2:41][CH2:40][N:39]([CH2:42][CH:43]4[CH2:45][CH2:44]4)[CH2:38][CH2:37]3)[CH2:32][CH2:31]2)=[O:28])=[CH:25][C:24]=1[O:48][CH3:49].C(O)(C(F)(F)F)=O. No catalyst specified. The product is [CH:16]1([N:7]2[CH2:8][C:9]3([CH2:15][CH2:14]3)[C:10](=[O:13])[N:11]([CH3:12])[C:5]3[CH:4]=[N:3][C:2]([NH:22][C:23]4[CH:47]=[CH:46][C:26]([C:27]([NH:29][C@H:30]5[CH2:31][CH2:32][C@H:33]([N:36]6[CH2:41][CH2:40][N:39]([CH2:42][CH:43]7[CH2:45][CH2:44]7)[CH2:38][CH2:37]6)[CH2:34][CH2:35]5)=[O:28])=[CH:25][C:24]=4[O:48][CH3:49])=[N:21][C:6]2=3)[CH2:20][CH2:19][CH2:18][CH2:17]1. The yield is 0.250. (5) The reactants are CC([O-])(C)C.[K+].CC1C=CC(S([CH2:17][N+:18]#[C-])(=O)=O)=CC=1.[CH2:20]([O:27][C:28]1[CH:29]=[C:30]([CH:33]=[CH:34][C:35]=1[O:36][CH3:37])[CH:31]=O)[C:21]1[CH:26]=[CH:25][CH:24]=[CH:23][CH:22]=1.CO. The catalyst is C1COCC1.O. The product is [CH2:20]([O:27][C:28]1[CH:29]=[C:30]([CH2:31][C:17]#[N:18])[CH:33]=[CH:34][C:35]=1[O:36][CH3:37])[C:21]1[CH:26]=[CH:25][CH:24]=[CH:23][CH:22]=1. The yield is 0.480. (6) The reactants are [Si]([O:8][CH2:9][C:10]([CH3:42])([CH3:41])[CH2:11][N:12]1[C:17](=[O:18])[C:16]([CH2:19][C:20]2[CH:25]=[CH:24][C:23]([C:26]3[C:27]([C:32]#[N:33])=[CH:28][CH:29]=[CH:30][CH:31]=3)=[CH:22][CH:21]=2)=[C:15]([CH2:34][CH2:35][CH3:36])[N:14]2[N:37]=[C:38]([CH3:40])[N:39]=[C:13]12)(C(C)(C)C)(C)C.[F-].C([N+](CCCC)(CCCC)CCCC)CCC. The catalyst is O1CCCC1. The product is [OH:8][CH2:9][C:10]([CH3:41])([CH3:42])[CH2:11][N:12]1[C:17](=[O:18])[C:16]([CH2:19][C:20]2[CH:21]=[CH:22][C:23]([C:26]3[C:27]([C:32]#[N:33])=[CH:28][CH:29]=[CH:30][CH:31]=3)=[CH:24][CH:25]=2)=[C:15]([CH2:34][CH2:35][CH3:36])[N:14]2[N:37]=[C:38]([CH3:40])[N:39]=[C:13]12. The yield is 0.790.